Dataset: Catalyst prediction with 721,799 reactions and 888 catalyst types from USPTO. Task: Predict which catalyst facilitates the given reaction. (1) Reactant: [Br:1][C:2]1[CH:3]=[CH:4][C:5]2[N:6]([C:8]([C:12]3[CH:17]=[C:16](Cl)[N:15]=[C:14]([CH3:19])[N:13]=3)=[C:9]([Cl:11])[N:10]=2)[CH:7]=1.[NH3:20].CO. Product: [Br:1][C:2]1[CH:3]=[CH:4][C:5]2[N:6]([C:8]([C:12]3[N:13]=[C:14]([CH3:19])[N:15]=[C:16]([NH2:20])[CH:17]=3)=[C:9]([Cl:11])[N:10]=2)[CH:7]=1. The catalyst class is: 41. (2) The catalyst class is: 2. Product: [C:20]([O:23][C:24]1[CH:29]=[CH:28][C:27]([O:30][CH2:31][CH2:32][Br:37])=[CH:26][C:25]=1[O:34][CH3:35])(=[O:22])[CH3:21]. Reactant: C1(P(C2C=CC=CC=2)C2C=CC=CC=2)C=CC=CC=1.[C:20]([O:23][C:24]1[CH:29]=[CH:28][C:27]([O:30][CH2:31][CH2:32]O)=[CH:26][C:25]=1[O:34][CH3:35])(=[O:22])[CH3:21].C(Br)(Br)(Br)[Br:37]. (3) Reactant: [CH3:1][O:2][C:3]1[CH:4]=[C:5]2[C:10](=[CH:11][C:12]=1[O:13][CH3:14])[N:9]=[CH:8][CH:7]=[C:6]2[O:15][C:16]1[C:22]([CH3:23])=[CH:21][C:19]([NH2:20])=[C:18]([CH3:24])[CH:17]=1.Cl[C:26](Cl)([O:28][C:29](=[O:35])OC(Cl)(Cl)Cl)Cl.[CH3:37][N:38]([CH3:46])[CH2:39][CH2:40][CH2:41][CH2:42][CH2:43]CO.C(=O)(O)[O-].[Na+]. Product: [CH3:1][O:2][C:3]1[CH:4]=[C:5]2[C:10](=[CH:11][C:12]=1[O:13][CH3:14])[N:9]=[CH:8][CH:7]=[C:6]2[O:15][C:16]1[C:22]([CH3:23])=[CH:21][C:19]([NH:20][C:29](=[O:35])[O:28][CH2:26][CH2:43][CH2:42][CH2:41][CH2:40][CH2:39][N:38]([CH3:46])[CH3:37])=[C:18]([CH3:24])[CH:17]=1. The catalyst class is: 208. (4) Reactant: [C:1]1([CH:7]2[C:11]3([CH2:16][CH2:15][NH:14][CH2:13][CH2:12]3)[C:10](=[O:17])[NH:9][CH2:8]2)[CH:6]=[CH:5][CH:4]=[CH:3][CH:2]=1.[C:18]1(=O)[CH2:23][CH2:22][CH2:21][CH2:20][CH2:19]1.[Si]([C:29]#[N:30])(C)(C)C. Product: [O:17]=[C:10]1[C:11]2([CH2:12][CH2:13][N:14]([C:18]3([C:29]#[N:30])[CH2:23][CH2:22][CH2:21][CH2:20][CH2:19]3)[CH2:15][CH2:16]2)[CH:7]([C:1]2[CH:2]=[CH:3][CH:4]=[CH:5][CH:6]=2)[CH2:8][NH:9]1. The catalyst class is: 52. (5) The catalyst class is: 9. Reactant: [CH3:1][O:2][C:3]1[CH:10]=[CH:9][C:6]([CH2:7]Cl)=[CH:5][CH:4]=1.C(=O)([O-])[O-].[K+].[K+].[N+:17]([C:20]1[CH:21]=[N:22][NH:23][C:24]=1[C:25]([O:27][CH3:28])=[O:26])([O-:19])=[O:18].O. Product: [CH3:1][O:2][C:3]1[CH:10]=[CH:9][C:6]([CH2:7][N:23]2[C:24]([C:25]([O:27][CH3:28])=[O:26])=[C:20]([N+:17]([O-:19])=[O:18])[CH:21]=[N:22]2)=[CH:5][CH:4]=1. (6) Reactant: [C:1]([NH:4][C@H:5]1[C@@H:10]([N:11]2[CH2:15][CH2:14][C@H:13]([NH:16][C:17]3[C:26]4[C:21](=[CH:22][CH:23]=[C:24]([C:27]([F:30])([F:29])[F:28])[CH:25]=4)[N:20]=[CH:19][N:18]=3)[C:12]2=[O:31])[CH2:9][CH2:8][C@@H:7]([NH:32]C(=O)OC(C)(C)C)[CH2:6]1)(=[O:3])[CH3:2].[F:40][C:41]([F:46])([F:45])[C:42]([OH:44])=[O:43]. Product: [NH2:32][C@H:7]1[CH2:6][C@@H:5]([NH:4][C:1](=[O:3])[CH3:2])[C@@H:10]([N:11]2[CH2:15][CH2:14][C@H:13]([NH:16][C:17]3[C:26]4[C:21](=[CH:22][CH:23]=[C:24]([C:27]([F:29])([F:30])[F:28])[CH:25]=4)[N:20]=[CH:19][N:18]=3)[C:12]2=[O:31])[CH2:9][CH2:8]1.[C:42]([OH:44])([C:41]([F:46])([F:45])[F:40])=[O:43]. The catalyst class is: 4. (7) Reactant: [OH:1][C:2](C(F)(F)F)=O.[NH2:8][CH2:9][CH2:10][C:11]1[CH:16]=[CH:15][C:14]([N:17]2[S:21](=[O:23])(=[O:22])[N:20](CC[Si](C)(C)C)[C:19](=[O:30])[CH2:18]2)=[C:13]([O:31]CC2C=CC=CC=2)[CH:12]=1.C(N(C(C)C)CC)(C)C.ClC(Cl)(OC(=O)OC(Cl)(Cl)Cl)Cl. Product: [OH:31][C:13]1[CH:12]=[C:11]([CH2:10][CH2:9][N:8]=[C:2]=[O:1])[CH:16]=[CH:15][C:14]=1[N:17]1[S:21](=[O:22])(=[O:23])[NH:20][C:19](=[O:30])[CH2:18]1. The catalyst class is: 2.